Dataset: Full USPTO retrosynthesis dataset with 1.9M reactions from patents (1976-2016). Task: Predict the reactants needed to synthesize the given product. Given the product [ClH:19].[N:1]1([CH:7]([C:12]2[CH:17]=[CH:16][C:15]([CH3:18])=[CH:14][CH:13]=2)[C:8]([OH:10])=[O:9])[CH2:2][CH2:3][CH2:4][CH2:5][CH2:6]1, predict the reactants needed to synthesize it. The reactants are: [N:1]1([CH:7]([C:12]2[CH:17]=[CH:16][C:15]([CH3:18])=[CH:14][CH:13]=2)[C:8]([O:10]C)=[O:9])[CH2:6][CH2:5][CH2:4][CH2:3][CH2:2]1.[ClH:19].